Dataset: Reaction yield outcomes from USPTO patents with 853,638 reactions. Task: Predict the reaction yield, written as a fraction of the theoretical maximum amount of product (1.0 means a 100% yield; for example, 0.34 means a 34% yield). (1) The reactants are [CH3:1][O:2][C:3]1[CH:28]=[CH:27][C:6]([C:7]([N:9]2[C:18]3[C:13](=[CH:14][CH:15]=[CH:16][CH:17]=3)[C@H:12]([NH:19][C:20]3[CH:25]=[CH:24][N:23]=[CH:22][CH:21]=3)[CH2:11][C@@H:10]2[CH3:26])=[O:8])=[CH:5][CH:4]=1.C(N(C(C)C)CC)(C)C.[C:38](Cl)(=[O:40])[CH3:39]. The catalyst is C(Cl)Cl. The product is [CH3:1][O:2][C:3]1[CH:4]=[CH:5][C:6]([C:7]([N:9]2[C:18]3[C:13](=[CH:14][CH:15]=[CH:16][CH:17]=3)[C@H:12]([N:19]([C:20]3[CH:21]=[CH:22][N:23]=[CH:24][CH:25]=3)[C:38](=[O:40])[CH3:39])[CH2:11][C@@H:10]2[CH3:26])=[O:8])=[CH:27][CH:28]=1. The yield is 0.610. (2) The reactants are ClC1C(Cl)=CC=CC=1N1[CH2:14][CH2:13][N:12]([CH2:15][CH2:16][CH2:17][CH2:18][O:19][C:20]2[CH:29]=[CH:28][C:27]3[C:22](=[C:23]([OH:30])[CH:24]=[CH:25][CH:26]=3)[N:21]=2)[CH2:11][CH2:10]1.[Cl:31][C:32]1[CH:33]=[C:34]2C(=[CH:40][CH:41]=1)CNCC2. No catalyst specified. The product is [Cl:31][C:32]1[CH:41]=[C:40]2[C:10](=[CH:34][CH:33]=1)[CH2:11][N:12]([CH2:15][CH2:16][CH2:17][CH2:18][O:19][C:20]1[CH:29]=[CH:28][C:27]3[C:22](=[C:23]([OH:30])[CH:24]=[CH:25][CH:26]=3)[N:21]=1)[CH2:13][CH2:14]2. The yield is 0.170. (3) The reactants are C[O:2][C:3](=[O:17])[C:4]1[C:9]([C:10]2[N:15]=[CH:14][CH:13]=[CH:12][N:11]=2)=[CH:8][CH:7]=[CH:6][C:5]=1[F:16].[OH-].[Na+]. No catalyst specified. The product is [F:16][C:5]1[CH:6]=[CH:7][CH:8]=[C:9]([C:10]2[N:11]=[CH:12][CH:13]=[CH:14][N:15]=2)[C:4]=1[C:3]([OH:17])=[O:2]. The yield is 0.880. (4) The reactants are [CH3:1][O:2][C:3]1[CH:4]=[CH:5][C:6]2[O:10][CH:9]=[C:8]([CH3:11])[C:7]=2[CH:12]=1.[CH2:13]([CH:15]([CH2:19][CH3:20])[C:16](Cl)=[O:17])[CH3:14].[N+](C)([O-])=O.[Cl-].[Al+3].[Cl-].[Cl-]. The catalyst is O. The product is [CH2:13]([CH:15]([CH2:19][CH3:20])[C:16]([C:9]1[O:10][C:6]2[CH:5]=[CH:4][C:3]([O:2][CH3:1])=[CH:12][C:7]=2[C:8]=1[CH3:11])=[O:17])[CH3:14]. The yield is 0.970. (5) The reactants are [CH:1]1([CH:7]([C:9]2[C:10]([CH2:24][CH2:25][C:26]3[CH:31]=[CH:30][CH:29]=[CH:28][CH:27]=3)=[N:11][N:12]([C:14]3[CH:19]=[CH:18][C:17]([C:20]([F:23])([F:22])[F:21])=[CH:16][N:15]=3)[CH:13]=2)O)[CH2:6][CH2:5][CH2:4][CH2:3][CH2:2]1.[NH2:32][C:33]1[CH:38]=[CH:37][C:36]([C:39]([N:41]([CH3:49])[CH2:42][CH2:43][C:44]([O:46]CC)=[O:45])=[O:40])=[CH:35][CH:34]=1. No catalyst specified. The product is [CH:1]1([CH:7]([NH:32][C:33]2[CH:34]=[CH:35][C:36]([C:39]([N:41]([CH3:49])[CH2:42][CH2:43][C:44]([OH:46])=[O:45])=[O:40])=[CH:37][CH:38]=2)[C:9]2[C:10]([CH2:24][CH2:25][C:26]3[CH:31]=[CH:30][CH:29]=[CH:28][CH:27]=3)=[N:11][N:12]([C:14]3[CH:19]=[CH:18][C:17]([C:20]([F:22])([F:21])[F:23])=[CH:16][N:15]=3)[CH:13]=2)[CH2:6][CH2:5][CH2:4][CH2:3][CH2:2]1. The yield is 0.410. (6) The reactants are Br[C:2]1[CH:3]=[C:4]2[C:24]([C:25]([CH3:28])([CH3:27])[CH:26]=1)=[C:7]1[CH:8]=[C:9]3[C:22](=[CH:23][C:6]1=[CH:5]2)[C:21]1[C:16](=[CH:17][CH:18]=[CH:19][CH:20]=1)[C:15]1[C:10]3=[CH:11][CH:12]=[CH:13][CH:14]=1.[B:38]1([B:38]2[O:42][C:41]([CH3:44])([CH3:43])[C:40]([CH3:46])([CH3:45])[O:39]2)[O:42][C:41]([CH3:44])([CH3:43])[C:40]([CH3:46])([CH3:45])[O:39]1.C([O-])(=O)C.[K+]. The catalyst is C1C=CC([P]([Pd]([P](C2C=CC=CC=2)(C2C=CC=CC=2)C2C=CC=CC=2)([P](C2C=CC=CC=2)(C2C=CC=CC=2)C2C=CC=CC=2)[P](C2C=CC=CC=2)(C2C=CC=CC=2)C2C=CC=CC=2)(C2C=CC=CC=2)C2C=CC=CC=2)=CC=1.O1CCOCC1. The product is [CH3:27][C:25]1([CH3:28])[C:24]2[C:4]([CH:5]=[C:6]3[CH:23]=[C:22]4[C:9]([C:10]5[C:15]([C:16]6[C:21]4=[CH:20][CH:19]=[CH:18][CH:17]=6)=[CH:14][CH:13]=[CH:12][CH:11]=5)=[CH:8][C:7]3=2)=[CH:3][C:2]([B:38]2[O:39][C:40]([CH3:45])([CH3:46])[C:41]([CH3:43])([CH3:44])[O:42]2)=[CH:26]1. The yield is 0.800. (7) The reactants are [Cl:1][C:2]1[S:6][C:5]([NH:7][C:8]([C:10]2[N:11]=[CH:12][N:13]([CH3:28])[C:14]=2[NH:15][C:16](=O)[CH2:17][C:18]2[C:23]([F:24])=[CH:22][C:21]([F:25])=[CH:20][C:19]=2[F:26])=[O:9])=[N:4][CH:3]=1.P(Cl)(Cl)(Cl)=O. No catalyst specified. The product is [Cl:1][C:2]1[S:6][C:5]([N:7]2[C:8](=[O:9])[C:10]3[N:11]=[CH:12][N:13]([CH3:28])[C:14]=3[N:15]=[C:16]2[CH2:17][C:18]2[C:23]([F:24])=[CH:22][C:21]([F:25])=[CH:20][C:19]=2[F:26])=[N:4][CH:3]=1. The yield is 0.170. (8) The reactants are [Cl:1][C:2]1[N:10]=[C:9]2[C:5]([N:6]=[CH:7][NH:8]2)=[C:4]([Cl:11])[N:3]=1.C([O-])([O-])=O.[K+].[K+].I[CH:19]([CH3:21])[CH3:20]. The catalyst is CS(C)=O. The product is [Cl:1][C:2]1[N:10]=[C:9]2[C:5]([N:6]=[CH:7][N:8]2[CH:19]([CH3:21])[CH3:20])=[C:4]([Cl:11])[N:3]=1. The yield is 0.680. (9) The reactants are C([O:4][C@H:5]1[C@@H:27]([O:28]C(=O)C)[C@H:26]([O:32]C(=O)C)[C@@H:25]([CH2:36][O:37]C(=O)C)[O:24][C@@H:6]1[O:7][C:8]1[CH:13]=[CH:12][C:11]([N:14]2[C:22]3[C:17](=[CH:18][CH:19]=[CH:20][CH:21]=3)[CH:16]=[CH:15]2)=[CH:10][C:9]=1[Cl:23])(=O)C.CO[Na].CO. The catalyst is CO. The product is [O:7]([C:8]1[CH:13]=[CH:12][C:11]([N:14]2[C:22]3[C:17](=[CH:18][CH:19]=[CH:20][CH:21]=3)[CH:16]=[CH:15]2)=[CH:10][C:9]=1[Cl:23])[C@H:6]1[O:24][C@H:25]([CH2:36][OH:37])[C@@H:26]([OH:32])[C@H:27]([OH:28])[C@@H:5]1[OH:4]. The yield is 0.700. (10) The reactants are [C:1]([C:4]1[CH:9]=[CH:8][C:7]([Cl:10])=[CH:6][C:5]=1[NH:11][C:12](=O)[C:13]([O:15][CH2:16][CH3:17])=[O:14])(=[O:3])[NH2:2].C[Si](Cl)(C)C. The catalyst is ClCCCl. The product is [Cl:10][C:7]1[CH:6]=[C:5]2[C:4]([C:1]([OH:3])=[N:2][C:12]([C:13]([O:15][CH2:16][CH3:17])=[O:14])=[N:11]2)=[CH:9][CH:8]=1. The yield is 0.630.